This data is from Peptide-MHC class I binding affinity with 185,985 pairs from IEDB/IMGT. The task is: Regression. Given a peptide amino acid sequence and an MHC pseudo amino acid sequence, predict their binding affinity value. This is MHC class I binding data. The peptide sequence is LTILDDNLYK. The MHC is HLA-A68:01 with pseudo-sequence HLA-A68:01. The binding affinity (normalized) is 0.725.